This data is from Merck oncology drug combination screen with 23,052 pairs across 39 cell lines. The task is: Regression. Given two drug SMILES strings and cell line genomic features, predict the synergy score measuring deviation from expected non-interaction effect. Drug 1: CC(=O)OC1C(=O)C2(C)C(O)CC3OCC3(OC(C)=O)C2C(OC(=O)c2ccccc2)C2(O)CC(OC(=O)C(O)C(NC(=O)c3ccccc3)c3ccccc3)C(C)=C1C2(C)C. Drug 2: C=CCn1c(=O)c2cnc(Nc3ccc(N4CCN(C)CC4)cc3)nc2n1-c1cccc(C(C)(C)O)n1. Cell line: HT29. Synergy scores: synergy=5.19.